Binary Classification. Given a drug SMILES string, predict its activity (active/inactive) in a high-throughput screening assay against a specified biological target. From a dataset of HIV replication inhibition screening data with 41,000+ compounds from the AIDS Antiviral Screen. The result is 0 (inactive). The drug is O=C(O)c1ccc(NC(NC(=O)C(C(F)(F)F)C(F)(F)F)(C(F)(F)F)C(F)(F)F)cc1.